This data is from Forward reaction prediction with 1.9M reactions from USPTO patents (1976-2016). The task is: Predict the product of the given reaction. (1) Given the reactants [CH2:1]([CH:3]1[N:12]2[C:7](=[CH:8][C:9](=[O:18])[C:10]([C:13]([O:15]CC)=[O:14])=[CH:11]2)[C:6]2[CH:19]=[C:20]([O:31][CH3:32])[C:21]([O:23][CH2:24][CH2:25][NH:26][S:27]([CH3:30])(=[O:29])=[O:28])=[CH:22][C:5]=2[CH2:4]1)[CH3:2].O[Li].O, predict the reaction product. The product is: [CH2:1]([CH:3]1[N:12]2[C:7](=[CH:8][C:9](=[O:18])[C:10]([C:13]([OH:15])=[O:14])=[CH:11]2)[C:6]2[CH:19]=[C:20]([O:31][CH3:32])[C:21]([O:23][CH2:24][CH2:25][NH:26][S:27]([CH3:30])(=[O:28])=[O:29])=[CH:22][C:5]=2[CH2:4]1)[CH3:2]. (2) Given the reactants Cl.C(OC([N:9]1[C:13]2[CH:14]=[CH:15][CH:16]=[CH:17][C:12]=2[N:11]=[C:10]1[N:18]1[CH:24]2[CH2:25][CH2:26][N:21]([CH2:22][CH2:23]2)[CH2:20][CH2:19]1)=O)(C)(C)C, predict the reaction product. The product is: [NH:9]1[C:13]2[CH:14]=[CH:15][CH:16]=[CH:17][C:12]=2[N:11]=[C:10]1[N:18]1[CH:24]2[CH2:25][CH2:26][N:21]([CH2:22][CH2:23]2)[CH2:20][CH2:19]1. (3) The product is: [NH2:1][C:2]1[CH:6]=[C:5]([C:7]([NH:45][CH2:44][C:42]2[CH:43]=[C:38]([Cl:37])[CH:39]=[CH:40][C:41]=2[CH3:46])=[O:9])[O:4][N:3]=1. Given the reactants [NH2:1][C:2]1[CH:6]=[C:5]([C:7]([OH:9])=O)[O:4][N:3]=1.F[P-](F)(F)(F)(F)F.N1(O[P+](N(C)C)(N(C)C)N(C)C)C2C=CC=CC=2N=N1.[Cl:37][C:38]1[CH:39]=[CH:40][C:41]([CH3:46])=[C:42]([CH2:44][NH2:45])[CH:43]=1.C(N(CC)C(C)C)(C)C, predict the reaction product. (4) Given the reactants [NH2:1][C:2]1[CH:7]=[CH:6][C:5]([O:8][CH2:9][CH3:10])=[CH:4][C:3]=1[N:11]1[CH2:16][CH2:15][N:14]([CH2:17][C:18]2[CH:23]=[CH:22][CH:21]=[CH:20][CH:19]=2)[CH2:13][CH:12]1CC(O)=O.NC1C=C[C:32]([O:35]CC)=[CH:31]C=1N1CCN(CC2C=CC=CC=2)CC1CC(O)=O.FC1C=C(OCC)C=CC=1[N+]([O-])=O, predict the reaction product. The product is: [CH2:17]([N:14]1[CH2:15][CH2:16][N:11]2[C:3]3[CH:4]=[C:5]([O:8][CH2:9][CH3:10])[CH:6]=[CH:7][C:2]=3[NH:1][C:32](=[O:35])[CH2:31][C@H:12]2[CH2:13]1)[C:18]1[CH:23]=[CH:22][CH:21]=[CH:20][CH:19]=1. (5) Given the reactants [NH2:1][C:2]1[CH:7]=[C:6]([Br:8])[CH:5]=[CH:4][C:3]=1[OH:9].C([O-])([O-])=O.[K+].[K+].Br[CH2:17][C:18](Br)=[O:19], predict the reaction product. The product is: [Br:8][C:6]1[CH:5]=[CH:4][C:3]2[O:9][CH2:17][C:18](=[O:19])[NH:1][C:2]=2[CH:7]=1. (6) Given the reactants C1(S([N:10]2[C:14]3=[N:15][CH:16]=[CH:17][CH:18]=[C:13]3[CH:12]=[C:11]2[C:19]([C:26]2[CH:31]=[CH:30][C:29]([S:32]([CH3:35])(=[O:34])=[O:33])=[CH:28][CH:27]=2)=[CH:20][CH:21]2[CH2:25][CH2:24][CH2:23][O:22]2)(=O)=O)C=CC=CC=1.[OH-].[Na+], predict the reaction product. The product is: [CH3:35][S:32]([C:29]1[CH:28]=[CH:27][C:26](/[C:19](/[C:11]2[NH:10][C:14]3=[N:15][CH:16]=[CH:17][CH:18]=[C:13]3[CH:12]=2)=[CH:20]/[CH:21]2[CH2:25][CH2:24][CH2:23][O:22]2)=[CH:31][CH:30]=1)(=[O:33])=[O:34]. (7) Given the reactants [C:1]([C:5]1[N:10]=[CH:9][C:8]([C:11]2[N:12]([C:32]([N:34]3[CH2:39][CH2:38][CH:37]([CH2:40][C:41](O)=[O:42])[CH2:36][CH2:35]3)=[O:33])[C@@:13]([C:25]3[CH:30]=[CH:29][C:28]([Cl:31])=[CH:27][CH:26]=3)([CH3:24])[C@@:14]([C:17]3[CH:22]=[CH:21][C:20]([Cl:23])=[CH:19][CH:18]=3)([CH3:16])[N:15]=2)=[C:7]([O:44][CH2:45][CH3:46])[CH:6]=1)([CH3:4])([CH3:3])[CH3:2].[CH3:47][NH:48][CH:49]([CH3:51])[CH3:50], predict the reaction product. The product is: [C:1]([C:5]1[N:10]=[CH:9][C:8]([C:11]2[N:12]([C:32]([N:34]3[CH2:39][CH2:38][CH:37]([CH2:40][C:41]([N:48]([CH:49]([CH3:51])[CH3:50])[CH3:47])=[O:42])[CH2:36][CH2:35]3)=[O:33])[C@@:13]([C:25]3[CH:30]=[CH:29][C:28]([Cl:31])=[CH:27][CH:26]=3)([CH3:24])[C@@:14]([C:17]3[CH:18]=[CH:19][C:20]([Cl:23])=[CH:21][CH:22]=3)([CH3:16])[N:15]=2)=[C:7]([O:44][CH2:45][CH3:46])[CH:6]=1)([CH3:2])([CH3:4])[CH3:3].